Dataset: Full USPTO retrosynthesis dataset with 1.9M reactions from patents (1976-2016). Task: Predict the reactants needed to synthesize the given product. (1) Given the product [Cl:1][C:2]1[CH:3]=[C:4](/[C:12](=[N:16]\[O:17][CH:18]2[CH2:22][CH2:21][CH2:20][CH2:19]2)/[C:13]([NH:29][C:26]2[CH:27]=[CH:28][N:24]([CH3:23])[N:25]=2)=[O:15])[CH:5]=[CH:6][C:7]=1[S:8]([CH3:11])(=[O:9])=[O:10], predict the reactants needed to synthesize it. The reactants are: [Cl:1][C:2]1[CH:3]=[C:4](/[C:12](=[N:16]\[O:17][CH:18]2[CH2:22][CH2:21][CH2:20][CH2:19]2)/[C:13]([OH:15])=O)[CH:5]=[CH:6][C:7]=1[S:8]([CH3:11])(=[O:10])=[O:9].[CH3:23][N:24]1[CH:28]=[CH:27][C:26]([NH2:29])=[N:25]1.C(N(CC)C(C)C)(C)C. (2) Given the product [Cl:1][C:2]1[CH:3]=[CH:4][C:5]([C:8]2[C:12]([CH2:13][CH2:14][C:15]([O:17][CH3:23])=[O:16])=[CH:11][O:10][N:9]=2)=[CH:6][CH:7]=1, predict the reactants needed to synthesize it. The reactants are: [Cl:1][C:2]1[CH:7]=[CH:6][C:5]([C:8]2[C:12]([CH2:13][CH2:14][C:15]([OH:17])=[O:16])=[CH:11][O:10][N:9]=2)=[CH:4][CH:3]=1.S(=O)(=O)(O)O.[CH3:23]O. (3) Given the product [CH2:1]([C:3]1[CH:8]=[CH:7][C:6]([C:9]2[NH:13][C:12]3[CH:14]=[CH:15][CH:16]=[C:17]([N:18]4[CH2:19][CH2:20][N:21]([CH2:24][CH2:25][O:26][C:27]5[C:28]6[N:34]=[C:42]([NH:43][C:44]#[N:45])[NH:33][C:29]=6[CH:30]=[CH:31][CH:32]=5)[CH2:22][CH2:23]4)[C:11]=3[N:10]=2)=[CH:5][CH:4]=1)[CH3:2], predict the reactants needed to synthesize it. The reactants are: [CH2:1]([C:3]1[CH:8]=[CH:7][C:6]([C:9]2[NH:10][C:11]3[C:17]([N:18]4[CH2:23][CH2:22][N:21]([CH2:24][CH2:25][O:26][C:27]5[CH:32]=[CH:31][CH:30]=[C:29]([NH2:33])[C:28]=5[NH2:34])[CH2:20][CH2:19]4)=[CH:16][CH:15]=[CH:14][C:12]=3[N:13]=2)=[CH:5][CH:4]=1)[CH3:2].C1C=CC(O[C:42](OC2C=CC=CC=2)=[N:43][C:44]#[N:45])=CC=1. (4) Given the product [OH:13][C:8]1[CH:9]=[CH:10][CH:11]=[CH:12][C:7]=1[C:5]([C:4]1[CH:15]=[CH:16][CH:17]=[CH:18][C:3]=1[O:2][CH3:1])=[O:6], predict the reactants needed to synthesize it. The reactants are: [CH3:1][O:2][C:3]1[CH:18]=[CH:17][CH:16]=[CH:15][C:4]=1[C:5]([C:7]1[CH:12]=[CH:11][CH:10]=[CH:9][C:8]=1[O:13]C)=[O:6].B(Cl)(Cl)Cl.CCCCCCC.C(=O)(O)[O-].[Na+]. (5) Given the product [N:5]1[C:4]2[CH:8]=[CH:9][S:10][C:3]=2[C:2]([N:20]2[CH2:25][CH2:24][CH:23]([CH2:26][CH2:27][NH:28][C:29](=[O:35])[O:30][C:31]([CH3:33])([CH3:32])[CH3:34])[CH2:22][CH2:21]2)=[N:7][CH:6]=1, predict the reactants needed to synthesize it. The reactants are: Cl[C:2]1[C:3]2[S:10][CH:9]=[CH:8][C:4]=2[N:5]=[CH:6][N:7]=1.C(N(C(C)C)CC)(C)C.[NH:20]1[CH2:25][CH2:24][CH:23]([CH2:26][CH2:27][NH:28][C:29](=[O:35])[O:30][C:31]([CH3:34])([CH3:33])[CH3:32])[CH2:22][CH2:21]1. (6) The reactants are: C(O[C:4]([C:6]1[C:7]([OH:27])=[C:8]2[C:16]([Br:17])=[C:15]([Br:18])[N:14]([CH2:19][C:20]3[CH:25]=[CH:24][C:23]([F:26])=[CH:22][CH:21]=3)[C:9]2=[C:10]([C:12]#[N:13])[N:11]=1)=[O:5])C.[NH2:28][CH2:29][C:30]([OH:32])=[O:31].C[O-].[Na+].CO. Given the product [Br:18][C:15]1[N:14]([CH2:19][C:20]2[CH:25]=[CH:24][C:23]([F:26])=[CH:22][CH:21]=2)[C:9]2=[C:10]([C:12]#[N:13])[N:11]=[C:6]([C:4]([NH:28][CH2:29][C:30]([OH:32])=[O:31])=[O:5])[C:7]([OH:27])=[C:8]2[C:16]=1[Br:17], predict the reactants needed to synthesize it. (7) The reactants are: [OH:1][C:2]1[C:11]([CH2:12][CH2:13][C:14]([CH3:16])=[CH2:15])=[C:10]([O:17][CH3:18])[CH:9]=[C:8](/[CH:19]=[CH:20]/[C:21]2[CH:26]=[CH:25][CH:24]=[CH:23][CH:22]=2)[C:3]=1[C:4]([O:6][CH3:7])=[O:5].[C:40]1(P([C:40]2[CH:45]=[CH:44][CH:43]=[CH:42][CH:41]=2)[C:40]2[CH:45]=[CH:44][CH:43]=[CH:42][CH:41]=2)[CH:45]=[CH:44][CH:43]=[CH:42][CH:41]=1.CCOC(/N=[N:52]/[C:53](OCC)=O)=O.[CH2:58]1COCC1. Given the product [CH2:58]([NH:52][CH2:53][O:1][C:2]1[C:11]([CH2:12][CH2:13][C:14]([CH3:16])=[CH2:15])=[C:10]([O:17][CH3:18])[CH:9]=[C:8](/[CH:19]=[CH:20]/[C:21]2[CH:22]=[CH:23][CH:24]=[CH:25][CH:26]=2)[C:3]=1[C:4]([O:6][CH3:7])=[O:5])[C:40]1[CH:41]=[CH:42][CH:43]=[CH:44][CH:45]=1, predict the reactants needed to synthesize it. (8) Given the product [Cl:22][C:23]1[CH:28]=[CH:27][C:26]([O:29][C:2]2[CH:7]=[CH:6][C:5]([CH:8]3[C:13](=[O:14])[C:12]([CH3:16])([CH3:15])[O:11][C:10]([CH3:18])([CH3:17])[C:9]3=[O:19])=[C:4]([CH2:20][CH3:21])[CH:3]=2)=[CH:25][C:24]=1[F:30], predict the reactants needed to synthesize it. The reactants are: Br[C:2]1[CH:7]=[CH:6][C:5]([CH:8]2[C:13](=[O:14])[C:12]([CH3:16])([CH3:15])[O:11][C:10]([CH3:18])([CH3:17])[C:9]2=[O:19])=[C:4]([CH2:20][CH3:21])[CH:3]=1.[Cl:22][C:23]1[CH:28]=[CH:27][C:26]([OH:29])=[CH:25][C:24]=1[F:30].C(=O)([O-])[O-].[Cs+].[Cs+]. (9) The reactants are: [CH3:1][C:2]([Si:5]([CH3:29])([CH3:28])[O:6][CH2:7][C@@H:8]([NH:18][C:19]1[C:24]([NH2:25])=[CH:23][CH:22]=[C:21]([O:26][CH3:27])[N:20]=1)[CH2:9][O:10][CH2:11][C:12]1[CH:17]=[CH:16][CH:15]=[CH:14][CH:13]=1)([CH3:4])[CH3:3].C([O-])([O-])=O.[K+].[K+].Br[CH2:37][C:38]([O:40][CH2:41][CH3:42])=[O:39]. Given the product [CH3:4][C:2]([Si:5]([CH3:28])([CH3:29])[O:6][CH2:7][C@@H:8]([NH:18][C:19]1[C:24]([NH:25][CH2:37][C:38]([O:40][CH2:41][CH3:42])=[O:39])=[CH:23][CH:22]=[C:21]([O:26][CH3:27])[N:20]=1)[CH2:9][O:10][CH2:11][C:12]1[CH:17]=[CH:16][CH:15]=[CH:14][CH:13]=1)([CH3:1])[CH3:3], predict the reactants needed to synthesize it.